The task is: Predict which catalyst facilitates the given reaction.. This data is from Catalyst prediction with 721,799 reactions and 888 catalyst types from USPTO. (1) Reactant: [CH2:1]([O:3][C:4]([C:6]1[N:7]([C:23]2[CH:28]=[CH:27][C:26]([O:29][CH:30]([CH3:32])[CH3:31])=[CH:25][CH:24]=2)[C:8]2[C:13]([CH:14]=1)=[CH:12][CH:11]=[C:10]([O:15]CC1C=CC=CC=1)[CH:9]=2)=[O:5])[CH3:2]. Product: [CH2:1]([O:3][C:4]([C:6]1[N:7]([C:23]2[CH:28]=[CH:27][C:26]([O:29][CH:30]([CH3:31])[CH3:32])=[CH:25][CH:24]=2)[C:8]2[C:13]([CH:14]=1)=[CH:12][CH:11]=[C:10]([OH:15])[CH:9]=2)=[O:5])[CH3:2]. The catalyst class is: 99. (2) Reactant: [Li+].[OH-].[CH3:3][N:4]1[CH2:9][CH2:8][N:7]([C:10]([C:12]2[CH:13]=[CH:14][C:15]([O:22][CH2:23][C:24]3[CH:29]=[CH:28][CH:27]=[CH:26][CH:25]=3)=[C:16]([CH:21]=2)[C:17]([O:19]C)=[O:18])=[O:11])[CH2:6][CH2:5]1.Cl. Product: [CH3:3][N:4]1[CH2:5][CH2:6][N:7]([C:10]([C:12]2[CH:13]=[CH:14][C:15]([O:22][CH2:23][C:24]3[CH:29]=[CH:28][CH:27]=[CH:26][CH:25]=3)=[C:16]([CH:21]=2)[C:17]([OH:19])=[O:18])=[O:11])[CH2:8][CH2:9]1. The catalyst class is: 132. (3) Reactant: CS(O[CH2:6][CH2:7][C:8]1[CH:13]=[CH:12][C:11]([NH:14][C:15]2[N:24]=[CH:23][C:22]3[CH2:21][CH:20]([C:25]4[CH:30]=[CH:29][CH:28]=[C:27]([Br:31])[CH:26]=4)[C:19]4[CH:32]=[CH:33][CH:34]=[CH:35][C:18]=4[C:17]=3[N:16]=2)=[CH:10][CH:9]=1)(=O)=O.[CH3:36][NH:37][CH2:38][CH2:39][CH2:40][CH3:41]. Product: [Br:31][C:27]1[CH:26]=[C:25]([CH:20]2[C:19]3[CH:32]=[CH:33][CH:34]=[CH:35][C:18]=3[C:17]3[N:16]=[C:15]([NH:14][C:11]4[CH:10]=[CH:9][C:8]([CH2:7][CH2:6][N:37]([CH2:38][CH2:39][CH2:40][CH3:41])[CH3:36])=[CH:13][CH:12]=4)[N:24]=[CH:23][C:22]=3[CH2:21]2)[CH:30]=[CH:29][CH:28]=1. The catalyst class is: 66. (4) Reactant: [OH:1][CH2:2][C@@H:3]1[C@H:8]([CH3:9])[CH2:7][CH2:6][CH2:5][N:4]1[C:10]([C:12]1[N:13]=[C:14]([CH3:24])[S:15][C:16]=1[C:17]1[CH:22]=[CH:21][C:20]([F:23])=[CH:19][CH:18]=1)=[O:11].[H-].[Na+].Cl[C:28]1[CH:33]=[CH:32][C:31]([C:34]([F:37])([F:36])[F:35])=[CH:30][N:29]=1. Product: [CH3:9][C@@H:8]1[CH2:7][CH2:6][CH2:5][N:4]([C:10]([C:12]2[N:13]=[C:14]([CH3:24])[S:15][C:16]=2[C:17]2[CH:18]=[CH:19][C:20]([F:23])=[CH:21][CH:22]=2)=[O:11])[C@@H:3]1[CH2:2][O:1][C:28]1[CH:33]=[CH:32][C:31]([C:34]([F:37])([F:36])[F:35])=[CH:30][N:29]=1. The catalyst class is: 1. (5) The catalyst class is: 39. Reactant: [C:1]([O:5][C:6]([N:8]1[CH2:15][C:14]2[C:10](=[N:11][N:12]([CH2:19][O:20][CH2:21][CH2:22][Si:23]([CH3:26])([CH3:25])[CH3:24])[C:13]=2[C:16](O)=[O:17])[CH2:9]1)=[O:7])([CH3:4])([CH3:3])[CH3:2].CC[N:29](C(C)C)C(C)C.[Cl-].[NH4+].CN(C(ON1N=NC2C=CC=NC1=2)=[N+](C)C)C.F[P-](F)(F)(F)(F)F. Product: [C:16]([C:13]1[N:12]([CH2:19][O:20][CH2:21][CH2:22][Si:23]([CH3:26])([CH3:24])[CH3:25])[N:11]=[C:10]2[CH2:9][N:8]([C:6]([O:5][C:1]([CH3:4])([CH3:3])[CH3:2])=[O:7])[CH2:15][C:14]=12)(=[O:17])[NH2:29]. (6) Reactant: [Li+].[OH-].C([O:6][C:7]1[CH:12]=[CH:11][CH:10]=[CH:9][C:8]=1[C:13]1[O:14][C:15]([C:18]2[C:23]([NH2:24])=[N:22][CH:21]=[C:20]([C:25]3[CH:30]=[CH:29][C:28]([S:31]([CH:34]([CH3:36])[CH3:35])(=[O:33])=[O:32])=[CH:27][CH:26]=3)[N:19]=2)=[N:16][N:17]=1)(=O)C.Cl. Product: [NH2:24][C:23]1[C:18]([C:15]2[O:14][C:13]([C:8]3[CH:9]=[CH:10][CH:11]=[CH:12][C:7]=3[OH:6])=[N:17][N:16]=2)=[N:19][C:20]([C:25]2[CH:30]=[CH:29][C:28]([S:31]([CH:34]([CH3:36])[CH3:35])(=[O:33])=[O:32])=[CH:27][CH:26]=2)=[CH:21][N:22]=1. The catalyst class is: 1.